Predict the reactants needed to synthesize the given product. From a dataset of Full USPTO retrosynthesis dataset with 1.9M reactions from patents (1976-2016). (1) Given the product [C:22]([O:26][N:27]=[C:28]([CH2:41][CH3:42])[CH2:29][O:30][CH2:31][CH2:32][CH2:33][CH2:34][CH2:35][O:15][C:3]1[C:2]([Cl:1])=[CH:7][C:6]([O:8][CH2:9][CH:10]=[C:11]([Cl:13])[Cl:12])=[CH:5][C:4]=1[Cl:14])([CH3:25])([CH3:24])[CH3:23], predict the reactants needed to synthesize it. The reactants are: [Cl:1][C:2]1[CH:7]=[C:6]([O:8][CH2:9][CH:10]=[C:11]([Cl:13])[Cl:12])[CH:5]=[C:4]([Cl:14])[C:3]=1[OH:15].C(=O)([O-])[O-].[K+].[K+].[C:22]([O:26][N:27]=[C:28]([CH2:41][CH3:42])[CH2:29][O:30][CH2:31][CH2:32][CH2:33][CH2:34][CH2:35]OS(C)(=O)=O)([CH3:25])([CH3:24])[CH3:23].Cl. (2) Given the product [O:25]=[C:22]1[CH2:21][CH2:20][CH:19]([NH:18][C:16](=[O:17])[O:15][C:11]([CH3:13])([CH3:12])[CH3:14])[CH2:24][CH2:23]1, predict the reactants needed to synthesize it. The reactants are: C(Cl)(=O)C(Cl)=O.CS(C)=O.[C:11]([O:15][C:16]([NH:18][C@H:19]1[CH2:24][CH2:23][C@H:22]([OH:25])[CH2:21][CH2:20]1)=[O:17])([CH3:14])([CH3:13])[CH3:12].C(N(CC)CC)C. (3) The reactants are: [Cl:1][C:2]1[N:7]=[CH:6][C:5]2[CH:8]=[N:9][NH:10][C:4]=2[CH:3]=1.[I:11]N1C(=O)CCC1=O. Given the product [Cl:1][C:2]1[N:7]=[CH:6][C:5]2[C:8]([I:11])=[N:9][NH:10][C:4]=2[CH:3]=1, predict the reactants needed to synthesize it. (4) Given the product [CH3:18][C:15]1[CH:16]=[CH:17][C:12]([C:11]([N:10]=[C:2]2[N:3]([CH:27]([CH2:32][C:33]3[CH:38]=[CH:37][CH:36]=[CH:35][CH:34]=3)[C:28]([OH:30])=[O:29])[C:4]3[CH:9]=[CH:8][CH:7]=[CH:6][C:5]=3[S:1]2)=[O:19])=[CH:13][CH:14]=1, predict the reactants needed to synthesize it. The reactants are: [S:1]1[C:5]2[CH:6]=[CH:7][CH:8]=[CH:9][C:4]=2[N:3]=[C:2]1[NH:10][C:11](=[O:19])[C:12]1[CH:17]=[CH:16][C:15]([CH3:18])=[CH:14][CH:13]=1.C(=O)([O-])[O-].[K+].[K+].Br[CH:27]([CH2:32][C:33]1[CH:38]=[CH:37][CH:36]=[CH:35][CH:34]=1)[C:28]([O:30]C)=[O:29].